This data is from Catalyst prediction with 721,799 reactions and 888 catalyst types from USPTO. The task is: Predict which catalyst facilitates the given reaction. (1) Reactant: Br[C:2]1[C:11]2[C:6](=[CH:7][CH:8]=[CH:9][CH:10]=2)[C:5](=[O:12])[O:4][C:3]=1[CH2:13][OH:14].[C:15]1([CH3:24])[CH:20]=[CH:19][CH:18]=[C:17](B(O)O)[CH:16]=1.C([O-])([O-])=O.[Cs+].[Cs+]. Product: [OH:14][CH2:13][C:3]1[O:4][C:5](=[O:12])[C:6]2[C:11]([C:2]=1[C:17]1[CH:16]=[C:15]([CH3:24])[CH:20]=[CH:19][CH:18]=1)=[CH:10][CH:9]=[CH:8][CH:7]=2. The catalyst class is: 73. (2) Reactant: [C:1]([O:5][C:6]([N:8]([C:39]([O:41][C:42]([CH3:45])([CH3:44])[CH3:43])=[O:40])[C:9]1[C:14]([C:15]([O:17][CH3:18])=[O:16])=[C:13]([OH:19])[C:12]([C:20]2[C:24]([F:25])=[C:23]([Si](C)(C)C)[O:22][C:21]=2[CH2:30][O:31][Si](C(C)(C)C)(C)C)=[CH:11][CH:10]=1)=[O:7])([CH3:4])([CH3:3])[CH3:2].[F-].C([N+](CCCC)(CCCC)CCCC)CCC. Product: [C:1]([O:5][C:6]([N:8]([C:39]([O:41][C:42]([CH3:45])([CH3:44])[CH3:43])=[O:40])[C:9]1[C:14]([C:15]([O:17][CH3:18])=[O:16])=[C:13]([OH:19])[C:12]([C:20]2[C:24]([F:25])=[CH:23][O:22][C:21]=2[CH2:30][OH:31])=[CH:11][CH:10]=1)=[O:7])([CH3:3])([CH3:4])[CH3:2]. The catalyst class is: 56. (3) Reactant: [C:1]1([NH2:8])[CH:6]=[CH:5][CH:4]=[CH:3][C:2]=1[NH2:7].[CH3:9][O:10][C:11]1[CH:16]=[CH:15][C:14]([N:17]=[C:18]=[O:19])=[CH:13][CH:12]=1.C(N(CC)CC)C.[C:27]1([CH3:37])[CH:32]=[CH:31][C:30]([S:33](Cl)(=[O:35])=[O:34])=[CH:29][CH:28]=1. Product: [CH3:9][O:10][C:11]1[CH:12]=[CH:13][C:14]([NH:17][C:18](=[O:19])[NH:7][C:2]2[CH:3]=[CH:4][CH:5]=[CH:6][C:1]=2[NH:8][S:33]([C:30]2[CH:31]=[CH:32][C:27]([CH3:37])=[CH:28][CH:29]=2)(=[O:35])=[O:34])=[CH:15][CH:16]=1. The catalyst class is: 13. (4) Reactant: [CH2:1]([O:8][C@H:9]1[C@H:15]([O:16][CH2:17][C:18]2[CH:23]=[CH:22][CH:21]=[CH:20][CH:19]=2)[C@@H:14]([O:24][CH2:25][C:26]2[CH:31]=[CH:30][CH:29]=[CH:28][CH:27]=2)[C@:13]2([C:33]3[CH:38]=[CH:37][C:36]([Cl:39])=[C:35]([CH2:40][C:41]4[CH:46]=[CH:45][C:44]([O:47][CH2:48][C:49]5[CH:54]=[CH:53][CH:52]=[CH:51][CH:50]=5)=[CH:43][CH:42]=4)[CH:34]=3)[O:32][C@@:10]1([C:55]([OH:57])=[O:56])[CH2:11][O:12]2)[C:2]1[CH:7]=[CH:6][CH:5]=[CH:4][CH:3]=1.S(=O)(=O)(O)O.[C:63](=O)(O)[O-].[Na+]. Product: [CH2:1]([O:8][C@H:9]1[C@H:15]([O:16][CH2:17][C:18]2[CH:19]=[CH:20][CH:21]=[CH:22][CH:23]=2)[C@@H:14]([O:24][CH2:25][C:26]2[CH:31]=[CH:30][CH:29]=[CH:28][CH:27]=2)[C@:13]2([C:33]3[CH:38]=[CH:37][C:36]([Cl:39])=[C:35]([CH2:40][C:41]4[CH:46]=[CH:45][C:44]([O:47][CH2:48][C:49]5[CH:50]=[CH:51][CH:52]=[CH:53][CH:54]=5)=[CH:43][CH:42]=4)[CH:34]=3)[O:32][C@@:10]1([C:55]([O:57][CH3:63])=[O:56])[CH2:11][O:12]2)[C:2]1[CH:7]=[CH:6][CH:5]=[CH:4][CH:3]=1. The catalyst class is: 111. (5) Reactant: [NH2:1][C:2]1[S:17][C:5]2[CH2:6][N:7]([C:10](OC(C)(C)C)=[O:11])[CH2:8][CH2:9][C:4]=2[C:3]=1[C:18]1[S:19][C:20]2[CH:26]=[CH:25][CH:24]=[CH:23][C:21]=2[N:22]=1.[C:27](OC(=O)C)(=[O:29])[CH3:28].[C:34](O)(=O)C. Product: [C:10]([N:7]1[CH2:8][CH2:9][C:4]2[C:3]([C:18]3[S:19][C:20]4[CH:26]=[CH:25][CH:24]=[CH:23][C:21]=4[N:22]=3)=[C:2]([NH:1][C:27](=[O:29])[CH3:28])[S:17][C:5]=2[CH2:6]1)(=[O:11])[CH3:34]. The catalyst class is: 4. (6) Reactant: CS(C)=O.[CH3:5][C:6]1[CH:11]=[CH:10][N:9]=[C:8]([O:12][CH2:13][C:14]2[CH:19]=[CH:18][C:17](/[CH:20]=[CH:21]/[N+:22]([O-:24])=[O:23])=[CH:16][CH:15]=2)[CH:7]=1.C(O)(=O)C.[BH4-].[Na+]. The catalyst class is: 6. Product: [CH3:5][C:6]1[CH:11]=[CH:10][N:9]=[C:8]([O:12][CH2:13][C:14]2[CH:19]=[CH:18][C:17]([CH2:20][CH2:21][N+:22]([O-:24])=[O:23])=[CH:16][CH:15]=2)[CH:7]=1.